From a dataset of Forward reaction prediction with 1.9M reactions from USPTO patents (1976-2016). Predict the product of the given reaction. (1) Given the reactants [CH3:1][C:2]1[CH:3]=[N:4][C:5]([C:8]#[N:9])=[N:6][CH:7]=1.[CH2:10]([Mg]Br)[CH3:11].B(F)(F)F.O, predict the reaction product. The product is: [CH3:1][C:2]1[CH:3]=[N:4][C:5]([C:8]2([NH2:9])[CH2:11][CH2:10]2)=[N:6][CH:7]=1. (2) Given the reactants [OH:1][C:2]1[C:16]2[C:11](=[CH:12][CH:13]=[CH:14][CH:15]=2)[C:5]2([CH2:10][CH2:9][O:8][CH2:7][CH2:6]2)[C:4](=[O:17])[C:3]=1[C:18](OCC)=[O:19].C(N(C(C)C)C(C)C)C.Cl.[NH2:33][CH2:34][C:35]([O:37][C:38]([CH3:41])([CH3:40])[CH3:39])=[O:36], predict the reaction product. The product is: [OH:1][C:2]1[C:16]2[C:11](=[CH:12][CH:13]=[CH:14][CH:15]=2)[C:5]2([CH2:10][CH2:9][O:8][CH2:7][CH2:6]2)[C:4](=[O:17])[C:3]=1[C:18]([NH:33][CH2:34][C:35]([O:37][C:38]([CH3:41])([CH3:40])[CH3:39])=[O:36])=[O:19]. (3) Given the reactants [CH2:1]([N:8]1[CH2:13][CH2:12][CH:11]([N:14]2[C:18]3[N:19]=[C:20](Cl)[N:21]=[C:22]([N:23]4[CH2:28][CH2:27][O:26][CH2:25][CH2:24]4)[C:17]=3[N:16]=[N:15]2)[CH2:10][CH2:9]1)[C:2]1[CH:7]=[CH:6][CH:5]=[CH:4][CH:3]=1.[CH3:30][O:31][CH2:32][O:33][C:34]1[CH:35]=[N:36][CH:37]=[C:38](B2OC(C)(C)C(C)(C)O2)[CH:39]=1, predict the reaction product. The product is: [N:19]1[CH:18]=[CH:17][CH:22]=[N:21][C:20]=1[NH2:36].[CH2:1]([N:8]1[CH2:13][CH2:12][CH:11]([N:14]2[C:18]3[N:19]=[C:20]([C:38]4[CH:37]=[N:36][CH:35]=[C:34]([O:33][CH2:32][O:31][CH3:30])[CH:39]=4)[N:21]=[C:22]([N:23]4[CH2:28][CH2:27][O:26][CH2:25][CH2:24]4)[C:17]=3[N:16]=[N:15]2)[CH2:10][CH2:9]1)[C:2]1[CH:7]=[CH:6][CH:5]=[CH:4][CH:3]=1. (4) Given the reactants [CH:1]1([O:5][C:6]2[C:14]([CH3:15])=[CH:13][CH:12]=[CH:11][C:7]=2[C:8]([OH:10])=O)[CH2:4][CH2:3][CH2:2]1.C(Cl)Cl.[NH2:19][C:20]1([C:29]#[N:30])[CH2:28][C:27]2[C:22](=[CH:23][CH:24]=[CH:25][CH:26]=2)[CH2:21]1.CCN(C(C)C)C(C)C, predict the reaction product. The product is: [C:29]([C:20]1([NH:19][C:8](=[O:10])[C:7]2[CH:11]=[CH:12][CH:13]=[C:14]([CH3:15])[C:6]=2[O:5][CH:1]2[CH2:2][CH2:3][CH2:4]2)[CH2:28][C:27]2[C:22](=[CH:23][CH:24]=[CH:25][CH:26]=2)[CH2:21]1)#[N:30]. (5) Given the reactants Br[C:2]1[CH:3]=[C:4]2[C:9]3=[C:10]([C@H:12]4[CH2:17][N:16]([C:18]([O:20][C:21]([CH3:24])([CH3:23])[CH3:22])=[O:19])[CH2:15][CH2:14][C@H:13]4[N:8]3[CH2:7][CH2:6][CH2:5]2)[CH:11]=1.[Cl:25][C:26]1[CH:27]=[C:28](B(O)O)[CH:29]=[CH:30][C:31]=1[Cl:32], predict the reaction product. The product is: [Cl:25][C:26]1[CH:27]=[C:28]([C:2]2[CH:3]=[C:4]3[C:9]4=[C:10]([C@H:12]5[CH2:17][N:16]([C:18]([O:20][C:21]([CH3:23])([CH3:24])[CH3:22])=[O:19])[CH2:15][CH2:14][C@H:13]5[N:8]4[CH2:7][CH2:6][CH2:5]3)[CH:11]=2)[CH:29]=[CH:30][C:31]=1[Cl:32].